Dataset: Peptide-MHC class I binding affinity with 185,985 pairs from IEDB/IMGT. Task: Regression. Given a peptide amino acid sequence and an MHC pseudo amino acid sequence, predict their binding affinity value. This is MHC class I binding data. (1) The binding affinity (normalized) is 0.241. The MHC is HLA-A03:01 with pseudo-sequence HLA-A03:01. The peptide sequence is TLAILTALR. (2) The peptide sequence is TFMDHVLRY. The MHC is HLA-A80:01 with pseudo-sequence HLA-A80:01. The binding affinity (normalized) is 0.566. (3) The peptide sequence is KHNSAESAK. The MHC is HLA-A02:01 with pseudo-sequence HLA-A02:01. The binding affinity (normalized) is 0.0847. (4) The peptide sequence is AVLTNALLL. The MHC is H-2-Kb with pseudo-sequence H-2-Kb. The binding affinity (normalized) is 0.314. (5) The binding affinity (normalized) is 0.213. The peptide sequence is SQQPVQMLY. The MHC is HLA-B07:02 with pseudo-sequence HLA-B07:02. (6) The peptide sequence is IPEQSRCQAI. The MHC is HLA-B54:01 with pseudo-sequence HLA-B54:01. The binding affinity (normalized) is 0.0400. (7) The peptide sequence is AGFAAGLTY. The MHC is HLA-A23:01 with pseudo-sequence HLA-A23:01. The binding affinity (normalized) is 0.0223.